This data is from Reaction yield outcomes from USPTO patents with 853,638 reactions. The task is: Predict the reaction yield, written as a fraction of the theoretical maximum amount of product (1.0 means a 100% yield; for example, 0.34 means a 34% yield). The reactants are [Br:1][CH2:2][C:3]1[CH:8]=[CH:7][C:6]([CH2:9][C:10]([OH:12])=O)=[CH:5][CH:4]=1.C[N:14](C)C=O.C1(C)C=CC=CC=1.N. The catalyst is O. The product is [Br:1][CH2:2][C:3]1[CH:8]=[CH:7][C:6]([CH2:9][C:10]([NH2:14])=[O:12])=[CH:5][CH:4]=1. The yield is 0.630.